Predict the reactants needed to synthesize the given product. From a dataset of Full USPTO retrosynthesis dataset with 1.9M reactions from patents (1976-2016). (1) Given the product [CH2:14]([O:16][C:17]([C:19]1[N:24]=[CH:23][C:22]2[CH:25]=[C:26]([C:5]3[CH:6]=[CH:7][CH:8]=[C:3]([C:2]([F:13])([F:12])[F:1])[CH:4]=3)[S:27][C:21]=2[C:20]=1[OH:29])=[O:18])[CH3:15], predict the reactants needed to synthesize it. The reactants are: [F:1][C:2]([F:13])([F:12])[C:3]1[CH:4]=[C:5](B(O)O)[CH:6]=[CH:7][CH:8]=1.[CH2:14]([O:16][C:17]([C:19]1[N:24]=[CH:23][C:22]2[CH:25]=[C:26](Br)[S:27][C:21]=2[C:20]=1[OH:29])=[O:18])[CH3:15]. (2) Given the product [CH3:12][O:11][C:4]1[CH:3]=[C:2]([N:15]2[CH2:16][CH2:17][CH2:18][C@@H:14]2[CH3:13])[CH:7]=[C:6]([N+:8]([O-:10])=[O:9])[CH:5]=1, predict the reactants needed to synthesize it. The reactants are: Br[C:2]1[CH:7]=[C:6]([N+:8]([O-:10])=[O:9])[CH:5]=[C:4]([O:11][CH3:12])[CH:3]=1.[CH3:13][C@H:14]1[CH2:18][CH2:17][CH2:16][NH:15]1.C1C=CC(P(C2C(C3C(P(C4C=CC=CC=4)C4C=CC=CC=4)=CC=C4C=3C=CC=C4)=C3C(C=CC=C3)=CC=2)C2C=CC=CC=2)=CC=1.C([O-])([O-])=O.[Cs+].[Cs+].